Dataset: Catalyst prediction with 721,799 reactions and 888 catalyst types from USPTO. Task: Predict which catalyst facilitates the given reaction. (1) Reactant: [Cl:1][C:2]1[N:7]=[C:6](Cl)[CH:5]=[CH:4][N:3]=1.CCN(C(C)C)C(C)C.[N:18]1([C:24]([O:26][C:27]([CH3:30])([CH3:29])[CH3:28])=[O:25])[CH2:23][CH2:22][NH:21][CH2:20][CH2:19]1. Product: [Cl:1][C:2]1[N:7]=[C:6]([N:21]2[CH2:20][CH2:19][N:18]([C:24]([O:26][C:27]([CH3:30])([CH3:29])[CH3:28])=[O:25])[CH2:23][CH2:22]2)[CH:5]=[CH:4][N:3]=1. The catalyst class is: 41. (2) Reactant: [NH2:1][C:2]1[CH:3]=[CH:4][C:5]([S:16][CH2:17][CH2:18][CH3:19])=[C:6]2[C:10]=1[NH:9][C:8]([C:11]([O:13][CH2:14][CH3:15])=[O:12])=[CH:7]2.[S:20]1[CH:24]=[CH:23][CH:22]=[C:21]1[S:25](Cl)(=[O:27])=[O:26]. Product: [CH2:17]([S:16][C:5]1[CH:4]=[CH:3][C:2]([NH:1][S:25]([C:21]2[S:20][CH:24]=[CH:23][CH:22]=2)(=[O:27])=[O:26])=[C:10]2[C:6]=1[CH:7]=[C:8]([C:11]([O:13][CH2:14][CH3:15])=[O:12])[NH:9]2)[CH2:18][CH3:19]. The catalyst class is: 17.